This data is from Catalyst prediction with 721,799 reactions and 888 catalyst types from USPTO. The task is: Predict which catalyst facilitates the given reaction. Reactant: [C:1]1([NH:11][C:12]2[O:13][C:14]3[C:20]([F:21])=[C:19]([CH2:22][C:23]([O:25]C)=[O:24])[CH:18]=[CH:17][C:15]=3[N:16]=2)[C:10]2[C:5](=[CH:6][CH:7]=[CH:8][CH:9]=2)[CH:4]=[CH:3][CH:2]=1.[OH-].[Na+]. Product: [C:1]1([NH:11][C:12]2[O:13][C:14]3[C:20]([F:21])=[C:19]([CH2:22][C:23]([OH:25])=[O:24])[CH:18]=[CH:17][C:15]=3[N:16]=2)[C:10]2[C:5](=[CH:6][CH:7]=[CH:8][CH:9]=2)[CH:4]=[CH:3][CH:2]=1. The catalyst class is: 36.